This data is from Full USPTO retrosynthesis dataset with 1.9M reactions from patents (1976-2016). The task is: Predict the reactants needed to synthesize the given product. (1) Given the product [Cl:1][C:2]1[C:7]([C:8]2[CH:9]=[CH:10][CH:11]=[CH:12][CH:13]=2)=[N:6][N:5]=[C:4]2[N:14]([CH2:25][CH2:24][F:23])[N:15]=[C:16]([C:17]3[CH:18]=[CH:19][CH:20]=[CH:21][CH:22]=3)[C:3]=12, predict the reactants needed to synthesize it. The reactants are: [Cl:1][C:2]1[C:7]([C:8]2[CH:13]=[CH:12][CH:11]=[CH:10][CH:9]=2)=[N:6][N:5]=[C:4]2[NH:14][N:15]=[C:16]([C:17]3[CH:22]=[CH:21][CH:20]=[CH:19][CH:18]=3)[C:3]=12.[F:23][CH2:24][CH2:25]O. (2) Given the product [Br:1][C:2]1[C:7]2[CH2:8][C:9]([CH3:11])([CH3:12])[O:10][C:6]=2[CH:5]=[C:4]([CH:13]2[O:29][CH2:28][CH2:27][O:14]2)[CH:3]=1, predict the reactants needed to synthesize it. The reactants are: [Br:1][C:2]1[C:7]2[CH2:8][C:9]([CH3:12])([CH3:11])[O:10][C:6]=2[CH:5]=[C:4]([CH:13]=[O:14])[CH:3]=1.O.C1(C)C=CC(S(O)(=O)=O)=CC=1.[CH2:27](O)[CH2:28][OH:29].C1(C)C=CC=CC=1. (3) Given the product [CH2:14]([S:1][C:2]1[N:10]=[CH:9][CH:8]=[CH:7][C:3]=1[C:4]([OH:6])=[O:5])[CH2:15][CH2:16][CH3:17], predict the reactants needed to synthesize it. The reactants are: [SH:1][C:2]1[N:10]=[CH:9][CH:8]=[CH:7][C:3]=1[C:4]([OH:6])=[O:5].[OH-].[Na+].I[CH2:14][CH2:15][CH2:16][CH3:17]. (4) Given the product [ClH:50].[Cl:50][C:41]1[C:42]([C:46]([F:48])([F:47])[F:49])=[CH:43][CH:44]=[CH:45][C:40]=1[CH2:39][N:24]([CH2:25][CH:26]([C:27]1[CH:28]=[CH:29][CH:30]=[CH:31][CH:32]=1)[C:33]1[CH:38]=[CH:37][CH:36]=[CH:35][CH:34]=1)[CH2:23][CH2:22][CH2:21][O:20][C:16]1[CH:17]=[CH:18][CH:19]=[C:14]([N:11]2[CH2:10][CH2:9][NH:8][CH2:13][CH2:12]2)[CH:15]=1, predict the reactants needed to synthesize it. The reactants are: C(OC([N:8]1[CH2:13][CH2:12][N:11]([C:14]2[CH:19]=[CH:18][CH:17]=[C:16]([O:20][CH2:21][CH2:22][CH2:23][N:24]([CH2:39][C:40]3[CH:45]=[CH:44][CH:43]=[C:42]([C:46]([F:49])([F:48])[F:47])[C:41]=3[Cl:50])[CH2:25][CH:26]([C:33]3[CH:38]=[CH:37][CH:36]=[CH:35][CH:34]=3)[C:27]3[CH:32]=[CH:31][CH:30]=[CH:29][CH:28]=3)[CH:15]=2)[CH2:10][CH2:9]1)=O)(C)(C)C.Cl. (5) Given the product [CH3:36][N:2]([CH3:1])[S:3]([N:6]1[CH:10]=[CH:9][N:8]=[C:7]1[CH:11]([CH2:18][C:19]1[CH:20]=[CH:21][C:22]([O:25][CH2:26][CH2:27][C:28]2[CH:33]=[CH:32][CH:31]=[C:30]([NH:34][CH3:35])[N:29]=2)=[CH:23][CH:24]=1)[CH2:12][C:13]([OH:15])=[O:14])(=[O:5])=[O:4], predict the reactants needed to synthesize it. The reactants are: [CH3:1][N:2]([CH3:36])[S:3]([N:6]1[CH:10]=[CH:9][N:8]=[C:7]1[CH:11]([CH2:18][C:19]1[CH:24]=[CH:23][C:22]([O:25][CH2:26][CH2:27][C:28]2[CH:33]=[CH:32][CH:31]=[C:30]([NH:34][CH3:35])[N:29]=2)=[CH:21][CH:20]=1)[CH2:12][C:13]([O:15]CC)=[O:14])(=[O:5])=[O:4].CNC1N=C(CCOC2C=CC(CC(C3SC=CN=3)CC(OCC)=O)=CC=2)C=CC=1.O.Cl. (6) Given the product [Br:1][C:2]1[C:3]([CH:9]2[O:13][CH2:12][CH2:11][O:10]2)=[CH:4][C:5]([Cl:8])=[N:6][CH:7]=1, predict the reactants needed to synthesize it. The reactants are: [Br:1][C:2]1[C:3]([CH:9]=[O:10])=[CH:4][C:5]([Cl:8])=[N:6][CH:7]=1.[CH2:11](O)[CH2:12][OH:13]. (7) Given the product [Br:1][C:2]1[CH:7]=[CH:6][C:5]([S:8][C:10]2[S:14][C:13]([C:15](=[O:17])[CH3:16])=[CH:12][C:11]=2[N+:18]([O-:20])=[O:19])=[CH:4][CH:3]=1, predict the reactants needed to synthesize it. The reactants are: [Br:1][C:2]1[CH:7]=[CH:6][C:5]([SH:8])=[CH:4][CH:3]=1.Cl[C:10]1[S:14][C:13]([C:15](=[O:17])[CH3:16])=[CH:12][C:11]=1[N+:18]([O-:20])=[O:19].